This data is from Full USPTO retrosynthesis dataset with 1.9M reactions from patents (1976-2016). The task is: Predict the reactants needed to synthesize the given product. (1) Given the product [C:69]([CH2:68][C:44]1[CH:53]=[C:52]([CH2:54][N:55]([C:57]([O:59][C:60]([CH3:63])([CH3:62])[CH3:61])=[O:58])[CH3:56])[CH:51]=[CH:50][C:45]=1[C:46]([O:48][CH3:49])=[O:47])#[N:70], predict the reactants needed to synthesize it. The reactants are: CC1(C)C2C(=C(P(C3C=CC=CC=3)C3C=CC=CC=3)C=CC=2)OC2C(P(C3C=CC=CC=3)C3C=CC=CC=3)=CC=CC1=2.Br[C:44]1[CH:53]=[C:52]([CH2:54][N:55]([C:57]([O:59][C:60]([CH3:63])([CH3:62])[CH3:61])=[O:58])[CH3:56])[CH:51]=[CH:50][C:45]=1[C:46]([O:48][CH3:49])=[O:47].C[Si]([CH2:68][C:69]#[N:70])(C)C. (2) The reactants are: [CH2:1]([C:3]1[CH:8]=[CH:7][C:6]([CH:9]2[CH2:14][N:13]([C:15]([N:17]3[CH2:22][CH2:21][CH:20]([C:23]#[N:24])[CH2:19][CH2:18]3)=[O:16])[CH2:12][CH:11]([C:25](O)=[O:26])[CH2:10]2)=[CH:5][CH:4]=1)[CH3:2].[F:28][C:29]1[CH:30]=[C:31]([C:35](=[NH:38])[NH:36]O)[CH:32]=[CH:33][CH:34]=1. Given the product [CH2:1]([C:3]1[CH:4]=[CH:5][C:6]([CH:9]2[CH2:10][CH:11]([C:25]3[O:26][N:38]=[C:35]([C:31]4[CH:32]=[CH:33][CH:34]=[C:29]([F:28])[CH:30]=4)[N:36]=3)[CH2:12][N:13]([C:15]([N:17]3[CH2:22][CH2:21][CH:20]([C:23]#[N:24])[CH2:19][CH2:18]3)=[O:16])[CH2:14]2)=[CH:7][CH:8]=1)[CH3:2], predict the reactants needed to synthesize it. (3) Given the product [CH2:1]([C@H:8]([NH2:26])[CH2:9][N:11]1[CH2:12][CH2:13][CH:14]([O:17][C:18]2[CH:23]=[CH:22][C:21]([F:24])=[C:20]([F:25])[CH:19]=2)[CH2:15][CH2:16]1)[C:2]1[CH:3]=[CH:4][CH:5]=[CH:6][CH:7]=1, predict the reactants needed to synthesize it. The reactants are: [CH2:1]([C@H:8]([NH2:26])[C:9]([N:11]1[CH2:16][CH2:15][CH:14]([O:17][C:18]2[CH:23]=[CH:22][C:21]([F:24])=[C:20]([F:25])[CH:19]=2)[CH2:13][CH2:12]1)=O)[C:2]1[CH:7]=[CH:6][CH:5]=[CH:4][CH:3]=1.B. (4) The reactants are: C1([C@@H]2CO2)C=CC=CC=1.[CH3:10][C@@:11]1([NH2:20])[CH2:13][C@H:12]1[C:14]1[CH:19]=[CH:18][CH:17]=[CH:16][CH:15]=1. Given the product [CH3:10][C@:11]1([NH2:20])[CH2:13][C@@H:12]1[C:14]1[CH:19]=[CH:18][CH:17]=[CH:16][CH:15]=1, predict the reactants needed to synthesize it. (5) Given the product [CH3:54][S:55]([O:28][CH2:29][CH2:30][C:31]1[C:39]2[C:38]([NH:40][C@@H:41]3[CH2:46][CH2:45][CH2:44][N:43]([C:47]([O:49][C:50]([CH3:53])([CH3:52])[CH3:51])=[O:48])[CH2:42]3)=[N:37][CH:36]=[N:35][C:34]=2[NH:33][CH:32]=1)(=[O:57])=[O:56], predict the reactants needed to synthesize it. The reactants are: C(CCC1C2C(N[C@@H]3CCCN(C(OC(C)(C)C)=O)C3)=NC=NC=2NC=1)#N.[OH:28][CH2:29][CH2:30][C:31]1[C:39]2[C:38]([NH:40][C@@H:41]3[CH2:46][CH2:45][CH2:44][N:43]([C:47]([O:49][C:50]([CH3:53])([CH3:52])[CH3:51])=[O:48])[CH2:42]3)=[N:37][CH:36]=[N:35][C:34]=2[NH:33][CH:32]=1.[CH3:54][S:55](Cl)(=[O:57])=[O:56].CCN(C(C)C)C(C)C. (6) The reactants are: [Cl:1][CH2:2][CH2:3][CH2:4][C:5]([C:7]1[CH:12]=[CH:11][C:10]([O:13][CH3:14])=[CH:9][CH:8]=1)=O. Given the product [Cl:1][CH2:2][CH2:3][CH2:4][CH2:5][C:7]1[CH:8]=[CH:9][C:10]([O:13][CH3:14])=[CH:11][CH:12]=1, predict the reactants needed to synthesize it. (7) Given the product [NH2:1][C:2]1([CH2:8][CH2:9][C:10]2[S:14][C:13]([C:15]3[CH:20]=[CH:19][N:18]=[C:17]([NH:21][CH:22]4[CH2:23][C:24]([CH3:31])([CH3:30])[NH:25][C:26]([CH3:29])([CH3:28])[CH2:27]4)[N:16]=3)=[CH:12][CH:11]=2)[CH2:3][CH2:4][CH2:5][CH2:6][CH2:7]1, predict the reactants needed to synthesize it. The reactants are: [NH2:1][C:2]1([C:8]#[C:9][C:10]2[S:14][C:13]([C:15]3[CH:20]=[CH:19][N:18]=[C:17]([NH:21][CH:22]4[CH2:27][C:26]([CH3:29])([CH3:28])[NH:25][C:24]([CH3:31])([CH3:30])[CH2:23]4)[N:16]=3)=[CH:12][CH:11]=2)[CH2:7][CH2:6][CH2:5][CH2:4][CH2:3]1.[H][H].